Dataset: Full USPTO retrosynthesis dataset with 1.9M reactions from patents (1976-2016). Task: Predict the reactants needed to synthesize the given product. (1) Given the product [C:1]([C:5]1[CH:9]=[C:8]([NH:10][C:11]([NH:13][CH2:14][C:15]2[CH:41]=[C:40]([F:42])[CH:39]=[CH:38][C:16]=2[CH2:17][O:18][C:19]2[CH:24]=[C:23]([CH3:25])[N:22]([C:26]3[CH:27]=[C:28]([CH:32]=[CH:33][C:34]=3[CH3:35])[C:29]([NH:64][CH2:63][CH2:61][OH:62])=[O:30])[C:21](=[O:36])[C:20]=2[Cl:37])=[O:12])[N:7]([C:43]2[CH:44]=[CH:45][C:46]([CH3:49])=[CH:47][CH:48]=2)[N:6]=1)([CH3:4])([CH3:3])[CH3:2], predict the reactants needed to synthesize it. The reactants are: [C:1]([C:5]1[CH:9]=[C:8]([NH:10][C:11]([NH:13][CH2:14][C:15]2[CH:41]=[C:40]([F:42])[CH:39]=[CH:38][C:16]=2[CH2:17][O:18][C:19]2[CH:24]=[C:23]([CH3:25])[N:22]([C:26]3[CH:27]=[C:28]([CH:32]=[CH:33][C:34]=3[CH3:35])[C:29](O)=[O:30])[C:21](=[O:36])[C:20]=2[Cl:37])=[O:12])[N:7]([C:43]2[CH:48]=[CH:47][C:46]([CH3:49])=[CH:45][CH:44]=2)[N:6]=1)([CH3:4])([CH3:3])[CH3:2].ClC1N=C(OC)N=C(OC)N=1.[CH2:61]([CH2:63][NH2:64])[OH:62]. (2) Given the product [Cl:1][C:2]1[CH:3]=[CH:4][C:5]([O:44][CH3:45])=[C:6]([CH:43]=1)[CH2:7][C@H:8]1[C:9](=[O:42])[N:10]([C:23]([NH:25][C@@H:26]([C:29]2[O:30][CH:31]=[C:32]([C:34]([OH:36])=[O:35])[N:33]=2)[CH2:27][CH3:28])=[O:24])[CH2:11][C:12](=[N:15][O:16][C:17]2[CH:22]=[CH:21][CH:20]=[CH:19][CH:18]=2)[NH:13][CH2:14]1, predict the reactants needed to synthesize it. The reactants are: [Cl:1][C:2]1[CH:3]=[CH:4][C:5]([O:44][CH3:45])=[C:6]([CH:43]=1)[CH2:7][C@@H:8]1[CH2:14][NH:13][C:12](=[N:15][O:16][C:17]2[CH:22]=[CH:21][CH:20]=[CH:19][CH:18]=2)[CH2:11][N:10]([C:23]([NH:25][C@@H:26]([C:29]2[O:30][CH:31]=[C:32]([C:34]([O:36]CC(Cl)(Cl)Cl)=[O:35])[N:33]=2)[CH2:27][CH3:28])=[O:24])[C:9]1=[O:42].